This data is from Forward reaction prediction with 1.9M reactions from USPTO patents (1976-2016). The task is: Predict the product of the given reaction. (1) Given the reactants [Cl:18][C:13]1[CH:12]=[C:11]([S:10][S:10][C:11]2[CH:16]=[CH:15][C:14]([Cl:17])=[C:13]([Cl:18])[CH:12]=2)[CH:16]=[CH:15][C:14]=1[Cl:17].[CH:19]([C:22]1[C:27]2[CH:28]=[C:29]3[N:33]([C:26]=2[CH:25]=[CH:24][N:23]=1)[CH2:32][CH2:31][CH:30]3[CH2:34][C:35]([O:37][CH2:38][CH3:39])=[O:36])([CH3:21])[CH3:20].C([O-])(O)=O.[Na+].CCOC(C)=O, predict the reaction product. The product is: [Cl:18][C:13]1[CH:12]=[C:11]([S:10][C:28]2[C:27]3[C:22]([CH:19]([CH3:20])[CH3:21])=[N:23][CH:24]=[CH:25][C:26]=3[N:33]3[C:29]=2[CH:30]([CH2:34][C:35]([O:37][CH2:38][CH3:39])=[O:36])[CH2:31][CH2:32]3)[CH:16]=[CH:15][C:14]=1[Cl:17]. (2) Given the reactants [Br:1][C:2]1[C:6]([C:7]([O:9]CC)=[O:8])=[CH:5][N:4]([C:12]2[CH:13]=[N:14][CH:15]=[CH:16][CH:17]=2)[N:3]=1.[OH-].[K+].O.Cl, predict the reaction product. The product is: [Br:1][C:2]1[C:6]([C:7]([OH:9])=[O:8])=[CH:5][N:4]([C:12]2[CH:13]=[N:14][CH:15]=[CH:16][CH:17]=2)[N:3]=1. (3) Given the reactants [CH2:1]([O:3][C:4]1[CH:5]=[C:6]([NH:10][C:11]([C:13]2[CH:18]=[CH:17][C:16]([F:19])=[CH:15][CH:14]=2)=[NH:12])[CH:7]=[CH:8][CH:9]=1)[CH3:2].C(=O)(O)[O-].[Na+].Br[CH2:26][C:27](=O)[C:28]([O:30][CH2:31][CH3:32])=[O:29], predict the reaction product. The product is: [CH2:1]([O:3][C:4]1[CH:5]=[C:6]([N:10]2[CH:26]=[C:27]([C:28]([O:30][CH2:31][CH3:32])=[O:29])[N:12]=[C:11]2[C:13]2[CH:14]=[CH:15][C:16]([F:19])=[CH:17][CH:18]=2)[CH:7]=[CH:8][CH:9]=1)[CH3:2]. (4) Given the reactants [CH:1]([O:4][C:5]1[CH:6]=[C:7]([CH:10]=[C:11]([C:13]([F:16])([F:15])[F:14])[CH:12]=1)[C:8]#[N:9])([CH3:3])[CH3:2].O.[SH2:18].[Na].O.O.O.O.O.O.[Cl-].[Mg+2].[Cl-].C(OCC)(=O)C.CCCCCC, predict the reaction product. The product is: [CH:1]([O:4][C:5]1[CH:6]=[C:7]([CH:10]=[C:11]([C:13]([F:14])([F:15])[F:16])[CH:12]=1)[C:8](=[S:18])[NH2:9])([CH3:3])[CH3:2].